Predict the reaction yield, written as a fraction of the theoretical maximum amount of product (1.0 means a 100% yield; for example, 0.34 means a 34% yield). From a dataset of Reaction yield outcomes from USPTO patents with 853,638 reactions. (1) The reactants are [Br-].C([P+](CCCC)(CCCC)[CH2:7][C:8]1[C:9]([C:23]2[CH:28]=[CH:27][C:26]([F:29])=[CH:25][CH:24]=2)=[N:10][C:11]([N:17]([CH3:22])[S:18]([CH3:21])(=[O:20])=[O:19])=[N:12][C:13]=1[CH:14]([CH3:16])[CH3:15])CCC.[CH:38]([C@H:40]1[O:45][C:44]([CH3:47])([CH3:46])[O:43][C@@H:42]([CH2:48][C:49]([N:51]([O:53][CH3:54])[CH3:52])=[O:50])[CH2:41]1)=O.CN(C)C=O.C(=O)([O-])[O-]. The catalyst is O.C(OCC)(=O)C.CCCCCC. The product is [CH3:22][N:17]([C:11]1[N:10]=[C:9]([C:23]2[CH:28]=[CH:27][C:26]([F:29])=[CH:25][CH:24]=2)[C:8](/[CH:7]=[CH:38]/[C@H:40]2[O:45][C:44]([CH3:46])([CH3:47])[O:43][C@@H:42]([CH2:48][C:49]([N:51]([O:53][CH3:54])[CH3:52])=[O:50])[CH2:41]2)=[C:13]([CH:14]([CH3:16])[CH3:15])[N:12]=1)[S:18]([CH3:21])(=[O:20])=[O:19]. The yield is 0.760. (2) The reactants are [Cl:1][C:2]1[CH:7]=[C:6]([N+:8]([O-:10])=[O:9])[CH:5]=[C:4]([CH3:11])[C:3]=1[NH2:12].[CH:13]1([CH2:18][C:19](Cl)=[O:20])[CH2:17][CH2:16][CH2:15][CH2:14]1. The yield is 0.580. The catalyst is C(#N)C. The product is [Cl:1][C:2]1[CH:7]=[C:6]([N+:8]([O-:10])=[O:9])[CH:5]=[C:4]([CH3:11])[C:3]=1[NH:12][C:19](=[O:20])[CH2:18][CH:13]1[CH2:17][CH2:16][CH2:15][CH2:14]1. (3) The reactants are N[C:2]1[S:3][CH:4]=[C:5]([CH2:7][O:8][N:9]2[C:17](=[O:18])[C:16]3[C:11](=[CH:12][CH:13]=[CH:14][CH:15]=3)[C:10]2=[O:19])[N:6]=1.[Na+].[Br-:21].N(OC(C)(C)C)=O. The catalyst is C(#N)C.O. The product is [Br:21][C:2]1[S:3][CH:4]=[C:5]([CH2:7][O:8][N:9]2[C:17](=[O:18])[C:16]3[C:11](=[CH:12][CH:13]=[CH:14][CH:15]=3)[C:10]2=[O:19])[N:6]=1. The yield is 0.280. (4) The reactants are [C:1]1([C:7]2[CH:15]=[C:14]3[C:10]([CH2:11][C:12](=[O:16])[NH:13]3)=[CH:9][CH:8]=2)[CH:6]=[CH:5][CH:4]=[CH:3][CH:2]=1.[CH2:17]([N:19]([CH2:34][CH3:35])[CH2:20][CH2:21][NH:22][C:23]([C:25]1[C:29]([CH3:30])=[C:28]([CH:31]=O)[NH:27][C:26]=1[CH3:33])=[O:24])[CH3:18]. No catalyst specified. The product is [CH2:34]([N:19]([CH2:17][CH3:18])[CH2:20][CH2:21][NH:22][C:23]([C:25]1[C:29]([CH3:30])=[C:28]([CH:31]=[C:11]2[C:10]3[C:14](=[CH:15][C:7]([C:1]4[CH:2]=[CH:3][CH:4]=[CH:5][CH:6]=4)=[CH:8][CH:9]=3)[NH:13][C:12]2=[O:16])[NH:27][C:26]=1[CH3:33])=[O:24])[CH3:35]. The yield is 0.380.